From a dataset of Forward reaction prediction with 1.9M reactions from USPTO patents (1976-2016). Predict the product of the given reaction. (1) Given the reactants Cl[C:2]1[N:10]=[CH:9][CH:8]=[CH:7][C:3]=1[C:4]([OH:6])=[O:5].[Cl:11][C:12]1[CH:17]=[C:16]([Cl:18])[CH:15]=[CH:14][C:13]=1[OH:19].C(=O)([O-])[O-].[Cs+].[Cs+].Cl, predict the reaction product. The product is: [Cl:11][C:12]1[CH:17]=[C:16]([Cl:18])[CH:15]=[CH:14][C:13]=1[O:19][C:2]1[N:10]=[CH:9][CH:8]=[CH:7][C:3]=1[C:4]([OH:6])=[O:5]. (2) Given the reactants [C:1]([O:5][C:6]([N:8]1[CH2:22][C@@H:21]([CH3:23])[N:11]2[C:12]3[CH:13]=[C:14]([CH3:20])[C:15](Br)=[CH:16][C:17]=3[CH:18]=[C:10]2[CH2:9]1)=[O:7])([CH3:4])([CH3:3])[CH3:2].[H][H], predict the reaction product. The product is: [C:1]([O:5][C:6]([N:8]1[CH2:22][C@@H:21]([CH3:23])[N:11]2[C:12]3[CH:13]=[C:14]([CH3:20])[CH:15]=[CH:16][C:17]=3[CH:18]=[C:10]2[CH2:9]1)=[O:7])([CH3:4])([CH3:2])[CH3:3]. (3) The product is: [CH3:1][O:2][C:3](=[O:37])[C@@H:4]([NH:14][C:15]([C:17]1[C:22]([CH3:23])=[N:21][C:20]([NH:24][CH2:25][CH2:26][CH2:27][C:28]2[CH:33]=[CH:32][CH:31]=[C:30]([OH:34])[C:29]=2[F:35])=[N:19][C:18]=1[CH3:36])=[O:16])[CH2:5][NH:6][C:7]([C:56]1[S:55][CH:59]=[CH:38][CH:40]=1)=[O:8]. Given the reactants [CH3:1][O:2][C:3](=[O:37])[C@@H:4]([NH:14][C:15]([C:17]1[C:18]([CH3:36])=[N:19][C:20]([NH:24][CH2:25][CH2:26][CH2:27][C:28]2[CH:33]=[CH:32][CH:31]=[C:30]([OH:34])[C:29]=2[F:35])=[N:21][C:22]=1[CH3:23])=[O:16])[CH2:5][NH:6][C:7](OC(C)(C)C)=[O:8].[C:38](O)([C:40](F)(F)F)=O.C(Cl)Cl.C(N(CC)CC)C.[S:55]1[CH:59]=CC=[C:56]1C(O)=O.CN(C(ON1N=NC2C=CC=CC1=2)=[N+](C)C)C.F[P-](F)(F)(F)(F)F.C1C=CC2N(O)N=NC=2C=1, predict the reaction product. (4) The product is: [Si:14]([O:21][CH2:22][CH2:23][CH2:24][CH2:25][O:26][C:27]1[CH:28]=[C:29]([CH:30]=[CH:5][C:3]([O:2][CH3:1])=[O:4])[CH:32]=[C:33]([O:35][CH2:36][CH2:37][CH2:38][CH2:39][O:40][Si:41]([C:44]([CH3:47])([CH3:46])[CH3:45])([CH3:42])[CH3:43])[CH:34]=1)([C:17]([CH3:18])([CH3:20])[CH3:19])([CH3:15])[CH3:16]. Given the reactants [CH3:1][O:2][C:3]([CH2:5]P(OC)(OC)=O)=[O:4].[H-].[Na+].[Si:14]([O:21][CH2:22][CH2:23][CH2:24][CH2:25][O:26][C:27]1[CH:28]=[C:29]([CH:32]=[C:33]([O:35][CH2:36][CH2:37][CH2:38][CH2:39][O:40][Si:41]([C:44]([CH3:47])([CH3:46])[CH3:45])([CH3:43])[CH3:42])[CH:34]=1)[CH:30]=O)([C:17]([CH3:20])([CH3:19])[CH3:18])([CH3:16])[CH3:15], predict the reaction product. (5) The product is: [CH2:32]([O:31][C:29]([NH:28][C@H:24]([CH2:23][NH:22][C:7]([C:5]1[S:6][C:2]([Cl:1])=[CH:3][CH:4]=1)=[O:9])[C:25]([OH:27])=[O:26])=[O:30])[C:33]1[CH:34]=[CH:35][CH:36]=[CH:37][CH:38]=1. Given the reactants [Cl:1][C:2]1[S:6][C:5]([C:7]([OH:9])=O)=[CH:4][CH:3]=1.C(C1NC=CN=1)(C1NC=CN=1)=O.[NH2:22][CH2:23][C@@H:24]([NH:28][C:29]([O:31][CH2:32][C:33]1[CH:38]=[CH:37][CH:36]=[CH:35][CH:34]=1)=[O:30])[C:25]([OH:27])=[O:26].C(N(CC)CC)C, predict the reaction product. (6) Given the reactants [CH2:1]([NH:3][C:4]([NH:6][C:7]1[CH:12]=[C:11]([C:13]2[S:14][CH:15]=[C:16]([C:18]([F:21])([F:20])[F:19])[N:17]=2)[C:10](B2OC(C)(C)C(C)(C)O2)=[CH:9][N:8]=1)=[O:5])[CH3:2].I[C:32]1[CH:33]=[C:34]2[C:39](=[CH:40][CH:41]=1)[N:38]([CH2:42][CH2:43][O:44][CH3:45])[CH:37]=[C:36]([C:46]([O:48][CH2:49][CH3:50])=[O:47])[C:35]2=[O:51].C(=O)([O-])[O-].[Cs+].[Cs+].O, predict the reaction product. The product is: [CH2:1]([NH:3][C:4](=[O:5])[NH:6][C:7]1[N:8]=[CH:9][C:10]([C:32]2[CH:33]=[C:34]3[C:39](=[CH:40][CH:41]=2)[N:38]([CH2:42][CH2:43][O:44][CH3:45])[CH:37]=[C:36]([C:46]([O:48][CH2:49][CH3:50])=[O:47])[C:35]3=[O:51])=[C:11]([C:13]2[S:14][CH:15]=[C:16]([C:18]([F:19])([F:20])[F:21])[N:17]=2)[CH:12]=1)[CH3:2]. (7) Given the reactants [CH3:1][O:2][C:3]([C:5]1[NH:6][CH:7]([C:18]2[CH:23]=[CH:22][C:21]([Cl:24])=[C:20](OC)[C:19]=2[F:27])[CH2:8]/[C:9](=[N:12]\OS(C)(=O)=O)/[C:10]=1[Br:11])=[O:4].C([O-])([O-])=O.[Na+].[Na+], predict the reaction product. The product is: [CH3:1][O:2][C:3]([C:5]1[C:10]([Br:11])=[C:9]([NH2:12])[CH:8]=[C:7]([C:18]2[CH:23]=[CH:22][C:21]([Cl:24])=[CH:20][C:19]=2[F:27])[N:6]=1)=[O:4].